Dataset: Reaction yield outcomes from USPTO patents with 853,638 reactions. Task: Predict the reaction yield, written as a fraction of the theoretical maximum amount of product (1.0 means a 100% yield; for example, 0.34 means a 34% yield). (1) The reactants are C[O:2][C:3](=[O:24])[C:4]1[CH:9]=[CH:8][CH:7]=[C:6]([CH2:10][C:11]2[O:12][C:13]([C:16]3[CH:21]=[CH:20][C:19]([C:22]#[N:23])=[CH:18][CH:17]=3)=[N:14][N:15]=2)[CH:5]=1.O.[OH-].[Na+].Cl. The catalyst is CO. The product is [C:22]([C:19]1[CH:18]=[CH:17][C:16]([C:13]2[O:12][C:11]([CH2:10][C:6]3[CH:5]=[C:4]([CH:9]=[CH:8][CH:7]=3)[C:3]([OH:24])=[O:2])=[N:15][N:14]=2)=[CH:21][CH:20]=1)#[N:23]. The yield is 0.0400. (2) The yield is 0.389. The product is [CH2:1]([O:3][C:4]1[CH:9]=[C:8]([C:30]2[CH:35]=[CH:34][C:33]([CH2:36][C:37]([NH:39][C:40]3[CH:45]=[CH:44][C:43]([CH2:46][C:47]([CH3:54])([CH3:53])[C:48]([O:50][CH2:51][CH3:52])=[O:49])=[C:42]([C:55]([F:56])([F:58])[F:57])[CH:41]=3)=[O:38])=[C:32]([F:59])[CH:31]=2)[CH:7]=[N:6][C:5]=1[O:19][CH2:20][C:21]1[CH:22]=[CH:23][C:24]([O:27][CH3:28])=[CH:25][CH:26]=1)[CH3:2]. The reactants are [CH2:1]([O:3][C:4]1[C:5]([O:19][CH2:20][C:21]2[CH:26]=[CH:25][C:24]([O:27][CH3:28])=[CH:23][CH:22]=2)=[N:6][CH:7]=[C:8](B2OC(C)(C)C(C)(C)O2)[CH:9]=1)[CH3:2].Br[C:30]1[CH:35]=[CH:34][C:33]([CH2:36][C:37]([NH:39][C:40]2[CH:45]=[CH:44][C:43]([CH2:46][C:47]([CH3:54])([CH3:53])[C:48]([O:50][CH2:51][CH3:52])=[O:49])=[C:42]([C:55]([F:58])([F:57])[F:56])[CH:41]=2)=[O:38])=[C:32]([F:59])[CH:31]=1.C(=O)([O-])[O-].[Cs+].[Cs+]. The catalyst is O.O1CCOCC1.C1C=CC(P(C2C=CC=CC=2)[C-]2C=CC=C2)=CC=1.C1C=CC(P(C2C=CC=CC=2)[C-]2C=CC=C2)=CC=1.Cl[Pd]Cl.[Fe+2]. (3) The reactants are [CH:1]1([C@@H:7]([NH:31]C(=O)OC(C)(C)C)[C:8](=[O:30])[NH:9][C:10]2[CH:11]=[C:12]3[C:28](=[O:29])[NH:27][N:26]=[CH:25][C:14]4=[C:15]([C:19]5[CH:24]=[CH:23][CH:22]=[CH:21][CH:20]=5)[NH:16][C:17]([CH:18]=2)=[C:13]34)[CH2:6][CH2:5][CH2:4][CH2:3][CH2:2]1.[C:39]([OH:45])([C:41]([F:44])([F:43])[F:42])=[O:40].C(Cl)Cl. The catalyst is CO.C(OCC)C. The product is [F:42][C:41]([F:44])([F:43])[C:39]([OH:45])=[O:40].[NH2:31][C@H:7]([CH:1]1[CH2:6][CH2:5][CH2:4][CH2:3][CH2:2]1)[C:8]([NH:9][C:10]1[CH:11]=[C:12]2[C:28](=[O:29])[NH:27][N:26]=[CH:25][C:14]3=[C:15]([C:19]4[CH:24]=[CH:23][CH:22]=[CH:21][CH:20]=4)[NH:16][C:17]([CH:18]=1)=[C:13]23)=[O:30]. The yield is 0.780. (4) The reactants are [CH3:1][O:2][C:3]1[CH:8]=[CH:7][N:6]2[CH:9]=[CH:10][N:11]=[C:5]2[CH:4]=1.O=P(Cl)(Cl)Cl.CN(C)[CH:19]=[O:20]. No catalyst specified. The product is [CH3:1][O:2][C:3]1[CH:8]=[CH:7][N:6]2[C:9]([CH:19]=[O:20])=[CH:10][N:11]=[C:5]2[CH:4]=1. The yield is 0.690. (5) The reactants are [CH3:1][C:2]([O:5][C:6]([N:8]1[C@H:17]([C:18]([OH:20])=O)[CH2:16][C:15]2[C:10](=[CH:11][CH:12]=[CH:13][CH:14]=2)[CH2:9]1)=[O:7])([CH3:4])[CH3:3].CN(C(F)=[N+](C)C)C.F[P-](F)(F)(F)(F)F.[CH2:36]([NH:43][CH2:44][CH2:45][N:46]([CH3:48])[CH3:47])[C:37]1[CH:42]=[CH:41][CH:40]=[CH:39][CH:38]=1. The catalyst is ClCCl. The product is [C:2]([O:5][C:6]([N:8]1[CH:17]([C:18](=[O:20])[N:43]([CH2:36][C:37]2[CH:42]=[CH:41][CH:40]=[CH:39][CH:38]=2)[CH2:44][CH2:45][N:46]([CH3:48])[CH3:47])[CH2:16][C:15]2[C:10](=[CH:11][CH:12]=[CH:13][CH:14]=2)[CH2:9]1)=[O:7])([CH3:4])([CH3:3])[CH3:1]. The yield is 0.260. (6) The reactants are [CH:1]([CH:4]1[CH2:9][CH2:8][CH:7]([O:10][C:11]2[CH:12]=[C:13]3[C:18](=[CH:19][CH:20]=2)[CH:17]=[C:16]([CH2:21][N:22]2[CH2:27][CH2:26][CH:25]([C:28]([O:30]CC)=[O:29])[CH2:24][CH2:23]2)[CH:15]=[CH:14]3)[CH2:6][CH2:5]1)([CH3:3])[CH3:2].[OH-].[Na+]. The catalyst is CCO. The product is [CH:1]([CH:4]1[CH2:5][CH2:6][CH:7]([O:10][C:11]2[CH:12]=[C:13]3[C:18](=[CH:19][CH:20]=2)[CH:17]=[C:16]([CH2:21][N:22]2[CH2:23][CH2:24][CH:25]([C:28]([OH:30])=[O:29])[CH2:26][CH2:27]2)[CH:15]=[CH:14]3)[CH2:8][CH2:9]1)([CH3:3])[CH3:2]. The yield is 0.610. (7) The reactants are C[Si]([C:5]#[C:6][C:7]1[CH:12]=[CH:11][C:10]([C:13]#[C:14][Si](C)(C)C)=[CH:9][CH:8]=1)(C)C.CO.[OH-].[K+]. The catalyst is C(Cl)Cl. The product is [C:6]([C:7]1[CH:12]=[CH:11][C:10]([C:13]#[CH:14])=[CH:9][CH:8]=1)#[CH:5]. The yield is 0.630. (8) The reactants are [CH2:1]([N:8]1[C:12]2[C:13](=[O:19])[N:14]([CH3:18])[CH:15]=[C:16](Br)[C:11]=2[CH:10]=[C:9]1[C:20]([O:22][CH2:23][CH3:24])=[O:21])[C:2]1[CH:7]=[CH:6][CH:5]=[CH:4][CH:3]=1.[B:25]1([B:25]2[O:29][C:28]([CH3:31])([CH3:30])[C:27]([CH3:33])([CH3:32])[O:26]2)[O:29][C:28]([CH3:31])([CH3:30])[C:27]([CH3:33])([CH3:32])[O:26]1.C([O-])(=O)C.[K+].C1(P(C2CCCCC2)C2C=CC=CC=2C2C(C(C)C)=CC(C(C)C)=CC=2C(C)C)CCCCC1. The catalyst is O1CCOCC1.C1C=CC(/C=C/C(/C=C/C2C=CC=CC=2)=O)=CC=1.C1C=CC(/C=C/C(/C=C/C2C=CC=CC=2)=O)=CC=1.C1C=CC(/C=C/C(/C=C/C2C=CC=CC=2)=O)=CC=1.[Pd].[Pd]. The product is [CH2:1]([N:8]1[C:12]2[C:13](=[O:19])[N:14]([CH3:18])[CH:15]=[C:16]([B:25]3[O:29][C:28]([CH3:31])([CH3:30])[C:27]([CH3:33])([CH3:32])[O:26]3)[C:11]=2[CH:10]=[C:9]1[C:20]([O:22][CH2:23][CH3:24])=[O:21])[C:2]1[CH:7]=[CH:6][CH:5]=[CH:4][CH:3]=1. The yield is 0.400.